Dataset: Reaction yield outcomes from USPTO patents with 853,638 reactions. Task: Predict the reaction yield, written as a fraction of the theoretical maximum amount of product (1.0 means a 100% yield; for example, 0.34 means a 34% yield). (1) The reactants are Cl.Cl[CH2:3][C:4]1[CH:9]=[CH:8][N:7]=[CH:6][CH:5]=1.[CH3:10][NH2:11].CCO. No catalyst specified. The product is [CH3:10][NH:11][CH2:3][C:4]1[CH:9]=[CH:8][N:7]=[CH:6][CH:5]=1. The yield is 0.790. (2) The reactants are [C:1]([CH2:3]P(=O)(OCC)OCC)#[N:2].[H-].[Na+].[CH3:14][C:15]1[S:16][C:17]2[C:26]3[C:25](=O)[CH2:24][CH2:23][C:22]=3[CH:21]=[CH:20][C:18]=2[N:19]=1.C(=O)([O-])O.[Na+]. The catalyst is O1CCCC1. The product is [CH3:14][C:15]1[S:16][C:17]2[C:26]3[C:25](=[CH:3][C:1]#[N:2])[CH2:24][CH2:23][C:22]=3[CH:21]=[CH:20][C:18]=2[N:19]=1. The yield is 0.540. (3) The reactants are [C:1]([C:5]1[C:10]([N+:11]([O-:13])=[O:12])=[CH:9][C:8]([NH:14][C:15]#[C:16][Si](C)(C)C)=[CH:7][CH:6]=1)([CH3:4])([CH3:3])[CH3:2]. The catalyst is CN(C=O)C.[Cu]I. The product is [C:1]([C:5]1[CH:6]=[C:7]2[C:8](=[CH:9][C:10]=1[N+:11]([O-:13])=[O:12])[NH:14][CH:15]=[CH:16]2)([CH3:4])([CH3:3])[CH3:2]. The yield is 0.690. (4) The reactants are [Cl:1][C:2]1[CH:7]=[CH:6][C:5]([NH:8][C:9]([C:11]2[C:12]([NH:17][CH2:18][CH:19]3[CH2:24][CH2:23][N:22]([C:25]4[CH:30]=[CH:29][N:28]=[CH:27][CH:26]=4)[CH2:21][CH2:20]3)=[N:13][CH:14]=[CH:15][CH:16]=2)=O)=[CH:4][CH:3]=1.[H-].[Al+3].[Li+].[H-].[H-].[H-]. The catalyst is C1COCC1.CO. The product is [Cl:1][C:2]1[CH:7]=[CH:6][C:5]([NH:8][CH2:9][C:11]2[C:12]([NH:17][CH2:18][CH:19]3[CH2:20][CH2:21][N:22]([C:25]4[CH:26]=[CH:27][N:28]=[CH:29][CH:30]=4)[CH2:23][CH2:24]3)=[N:13][CH:14]=[CH:15][CH:16]=2)=[CH:4][CH:3]=1. The yield is 0.620. (5) The reactants are [OH:1][C:2]1[C:9]([C:10]2[S:11][CH:12]=[CH:13][CH:14]=2)=[CH:8][C:5]([CH:6]=O)=[C:4]([O:15][CH3:16])[CH:3]=1.[C:17]([C:20]1[CH:28]=[CH:27][C:23]([C:24]([OH:26])=[O:25])=[CH:22][CH:21]=1)(=[O:19])[CH3:18].C[O-].[Li+].Cl. The catalyst is CN(C)C=O.CO.O.C(O)C. The product is [OH:1][C:2]1[C:9]([C:10]2[S:11][CH:12]=[CH:13][CH:14]=2)=[CH:8][C:5](/[CH:6]=[CH:18]/[C:17]([C:20]2[CH:28]=[CH:27][C:23]([C:24]([OH:26])=[O:25])=[CH:22][CH:21]=2)=[O:19])=[C:4]([O:15][CH3:16])[CH:3]=1. The yield is 0.0500. (6) The reactants are CON(C)[C:4](=[O:17])[C:5]1[CH:10]=[CH:9][C:8]([O:11][CH2:12][C:13]([F:16])([F:15])[F:14])=[N:7][CH:6]=1.[CH2:19]([Mg]Br)[CH3:20]. No catalyst specified. The product is [F:16][C:13]([F:14])([F:15])[CH2:12][O:11][C:8]1[N:7]=[CH:6][C:5]([C:4](=[O:17])[CH2:19][CH3:20])=[CH:10][CH:9]=1. The yield is 0.870. (7) The reactants are [Cl:1][C:2]1[C:3]([N:9]2[C:13]([C:14]([O:16]CC)=[O:15])=[CH:12][C:11]([O:19][CH2:20][C:21]#[CH:22])=[N:10]2)=[N:4][CH:5]=[C:6]([Cl:8])[CH:7]=1.CO.O.[OH-].[Na+]. The catalyst is CCOCC. The product is [Cl:1][C:2]1[C:3]([N:9]2[C:13]([C:14]([OH:16])=[O:15])=[CH:12][C:11]([O:19][CH2:20][C:21]#[CH:22])=[N:10]2)=[N:4][CH:5]=[C:6]([Cl:8])[CH:7]=1. The yield is 0.730. (8) The reactants are [CH:1]([O:4][C:5](=[O:18])[C:6]1[CH:11]=[CH:10][CH:9]=[C:8]([C:12]#[C:13][Si](C)(C)C)[CH:7]=1)([CH3:3])[CH3:2].[F-].C([N+](CCCC)(CCCC)CCCC)CCC.O. The catalyst is O1CCCC1. The product is [CH:1]([O:4][C:5](=[O:18])[C:6]1[CH:11]=[CH:10][CH:9]=[C:8]([C:12]#[CH:13])[CH:7]=1)([CH3:3])[CH3:2]. The yield is 0.760. (9) The reactants are Cl[C:2]1[N:10]=[CH:9][C:8]([F:11])=[CH:7][C:3]=1[C:4]([OH:6])=[O:5].C(=O)([O-])[O-].[K+].[K+].[NH2:18][C:19]1[CH:20]=[C:21]([C:25]2[CH:30]=[CH:29][CH:28]=[CH:27][CH:26]=2)[CH:22]=[CH:23][CH:24]=1.Cl. The catalyst is [Cu].[Cu]Br.CN(C=O)C. The product is [C:21]1([C:25]2[CH:26]=[CH:27][CH:28]=[CH:29][CH:30]=2)[CH:22]=[CH:23][CH:24]=[C:19]([NH:18][C:2]2[N:10]=[CH:9][C:8]([F:11])=[CH:7][C:3]=2[C:4]([OH:6])=[O:5])[CH:20]=1. The yield is 0.620.